This data is from Forward reaction prediction with 1.9M reactions from USPTO patents (1976-2016). The task is: Predict the product of the given reaction. (1) Given the reactants C[O:2][C:3](=[O:46])[C:4]1[CH:9]=[CH:8][CH:7]=[CH:6][C:5]=1[O:10][C:11]1[CH:16]=[CH:15][CH:14]=[C:13]([O:17][CH2:18][CH2:19][CH2:20][O:21][C:22]2[CH:27]=[C:26]([O:28]CC3C=CC=CC=3)[C:25]([C:36]3[N:37]=[CH:38][O:39][CH:40]=3)=[CH:24][C:23]=2[CH2:41][CH3:42])[C:12]=1[CH2:43][CH2:44][CH3:45].B(F)(F)F.CCOCC.CCOCC, predict the reaction product. The product is: [CH2:41]([C:23]1[CH:24]=[C:25]([C:36]2[N:37]=[CH:38][O:39][CH:40]=2)[C:26]([OH:28])=[CH:27][C:22]=1[O:21][CH2:20][CH2:19][CH2:18][O:17][C:13]1[C:12]([CH2:43][CH2:44][CH3:45])=[C:11]([CH:16]=[CH:15][CH:14]=1)[O:10][C:5]1[CH:6]=[CH:7][CH:8]=[CH:9][C:4]=1[C:3]([OH:46])=[O:2])[CH3:42]. (2) Given the reactants COC(=O)[C:4]1[CH:9]=[CH:8][CH:7]=[CH:6][C:5]=1[C:10]#[C:11][Si](C)(C)C.[C:17](=[O:20])([O-])[O-:18].[K+].[K+].[CH3:23]O, predict the reaction product. The product is: [CH3:23][O:18][C:17](=[O:20])[C:8]1[CH:7]=[CH:6][C:5]([C:10]#[CH:11])=[CH:4][CH:9]=1. (3) Given the reactants CS(O)(=O)=O.[F:6][C:7]1[CH:12]=[CH:11][CH:10]=[C:9]([F:13])[C:8]=1[C@H:14]1[CH2:20][N:19]2[C:21]([C:24]([O:27][CH3:28])([CH3:26])[CH3:25])=[CH:22][N:23]=[C:18]2[C@H:17]([NH:29]C(=O)OC(C)(C)C)[CH2:16][CH2:15]1.[C:37](=[O:40])(O)[O-].[Na+], predict the reaction product. The product is: [NH2:29][C@@H:17]1[CH2:16][CH2:15][C@@H:14]([C:8]2[C:7]([F:6])=[CH:12][CH:11]=[CH:10][C:9]=2[F:13])[CH2:20][N:19]2[C:21]([C:24]([CH3:26])([O:27][CH2:28][CH2:37][OH:40])[CH3:25])=[CH:22][N:23]=[C:18]12. (4) Given the reactants C(OC(=O)[CH:5]([C:17]#[N:18])[C:6]1[CH:11]=[CH:10][C:9]([N+:12]([O-:14])=[O:13])=[CH:8][C:7]=1[O:15][CH3:16])C.Cl, predict the reaction product. The product is: [CH3:16][O:15][C:7]1[CH:8]=[C:9]([N+:12]([O-:14])=[O:13])[CH:10]=[CH:11][C:6]=1[CH2:5][C:17]#[N:18].